From a dataset of Catalyst prediction with 721,799 reactions and 888 catalyst types from USPTO. Predict which catalyst facilitates the given reaction. (1) Reactant: O[CH2:2][CH2:3][O:4]/[N:5]=[C:6](/[C:8]1[N:13]=[C:12]2[N:14]([CH2:17][C:18]3[CH:19]=[C:20]4[C:25](=[CH:26][CH:27]=3)[N:24]=[CH:23][CH:22]=[CH:21]4)[N:15]=[N:16][C:11]2=[N:10][CH:9]=1)\[CH3:7].C1(P(C2C=CC=CC=2)C2C=CC=CC=2)C=CC=CC=1.[C:47]1(=[O:57])[C:55]2[C:50](=[CH:51][CH:52]=[CH:53][CH:54]=2)[C:49](=[O:56])[NH:48]1.N(/C(OC(C)C)=O)=N\C(OC(C)C)=O. Product: [N:24]1[C:25]2[C:20](=[CH:19][C:18]([CH2:17][N:14]3[C:12]4=[N:13][C:8](/[C:6](=[N:5]/[O:4][CH2:3][CH2:2][N:48]5[C:49](=[O:56])[C:50]6[C:55](=[CH:54][CH:53]=[CH:52][CH:51]=6)[C:47]5=[O:57])/[CH3:7])=[CH:9][N:10]=[C:11]4[N:16]=[N:15]3)=[CH:27][CH:26]=2)[CH:21]=[CH:22][CH:23]=1. The catalyst class is: 1. (2) Reactant: [F:1][C:2]([F:36])([F:35])[O:3][C:4]1[CH:9]=[CH:8][C:7]([N:10]2[CH:14]=[N:13][C:12]([C:15]3[CH:20]=[CH:19][C:18]([CH2:21][CH2:22][CH2:23][N:24]4C(=O)C5C(=CC=CC=5)C4=O)=[CH:17][CH:16]=3)=[N:11]2)=[CH:6][CH:5]=1.CO.O.NN. Product: [F:36][C:2]([F:1])([F:35])[O:3][C:4]1[CH:5]=[CH:6][C:7]([N:10]2[CH:14]=[N:13][C:12]([C:15]3[CH:20]=[CH:19][C:18]([CH2:21][CH2:22][CH2:23][NH2:24])=[CH:17][CH:16]=3)=[N:11]2)=[CH:8][CH:9]=1. The catalyst class is: 4. (3) Reactant: [C:1]1([C:7](N)([C:9]2[CH:14]=[CH:13][CH:12]=[CH:11][CH:10]=2)[CH3:8])[CH:6]=[CH:5][CH:4]=[CH:3][CH:2]=1.C1(C(C2C=CC=CC=2)CC[N:25]=[C:26]=[S:27])C=CC=CC=1. Product: [C:1]1([CH:7]([C:9]2[CH:14]=[CH:13][CH:12]=[CH:11][CH:10]=2)[CH2:8][N:25]=[C:26]=[S:27])[CH:6]=[CH:5][CH:4]=[CH:3][CH:2]=1. The catalyst class is: 534. (4) The catalyst class is: 160. Product: [Cl:1][C:2]1[CH:7]=[CH:6][C:5]([O:8][CH3:9])=[CH:4][C:3]=1[C:10]1[CH:20]=[C:19]([CH3:21])[C:13]2[N:14]=[C:15]([NH:18][C:23]3[CH:28]=[CH:27][C:26]([S:29]([N:32]4[CH2:37][CH2:36][N:35]([CH3:38])[CH2:34][CH2:33]4)(=[O:30])=[O:31])=[CH:25][CH:24]=3)[N:16]=[N:17][C:12]=2[CH:11]=1. Reactant: [Cl:1][C:2]1[CH:7]=[CH:6][C:5]([O:8][CH3:9])=[CH:4][C:3]=1[C:10]1[CH:20]=[C:19]([CH3:21])[C:13]2[N:14]=[C:15]([NH2:18])[N:16]=[N:17][C:12]=2[CH:11]=1.Br[C:23]1[CH:28]=[CH:27][C:26]([S:29]([N:32]2[CH2:37][CH2:36][N:35]([CH3:38])[CH2:34][CH2:33]2)(=[O:31])=[O:30])=[CH:25][CH:24]=1.CC1(C)C2C(=C(P(C3C=CC=CC=3)C3C=CC=CC=3)C=CC=2)OC2C(P(C3C=CC=CC=3)C3C=CC=CC=3)=CC=CC1=2.CC(C)([O-])C.[K+]. (5) Reactant: [F:1][C:2]1[CH:3]=[C:4]([N:16]2[CH2:20][C@H:19]([CH2:21][NH:22][C:23](=O)[CH3:24])[O:18][C:17]2=[O:26])[CH:5]=[CH:6][C:7]=1[CH:8]1[CH2:13][CH2:12][S:11](=[O:15])(=[O:14])[NH:10][CH2:9]1.COC1C=CC(P2(SP(C3C=CC(OC)=CC=3)(=S)S2)=[S:36])=CC=1. Product: [F:1][C:2]1[CH:3]=[C:4]([N:16]2[CH2:20][C@H:19]([CH2:21][NH:22][C:23](=[S:36])[CH3:24])[O:18][C:17]2=[O:26])[CH:5]=[CH:6][C:7]=1[CH:8]1[CH2:13][CH2:12][S:11](=[O:15])(=[O:14])[NH:10][CH2:9]1. The catalyst class is: 12.